Dataset: Full USPTO retrosynthesis dataset with 1.9M reactions from patents (1976-2016). Task: Predict the reactants needed to synthesize the given product. Given the product [Cl:1][C:2]1[C:3]([NH:22][C:23](=[O:31])[CH2:24][CH:25]2[CH2:26][CH2:27][CH2:28][CH2:29][CH2:30]2)=[C:4]2[C:9](=[CH:10][CH:11]=1)[N:8]=[C:7]([N:12]1[CH2:16][CH2:15][C@H:14]([NH:35][CH2:34][CH2:32][OH:33])[CH2:13]1)[CH:6]=[CH:5]2, predict the reactants needed to synthesize it. The reactants are: [Cl:1][C:2]1[C:3]([NH:22][C:23](=[O:31])[CH2:24][CH:25]2[CH2:30][CH2:29][CH2:28][CH2:27][CH2:26]2)=[C:4]2[C:9](=[CH:10][CH:11]=1)[N:8]=[C:7]([N:12]1[CH2:16][CH2:15][C@@H:14](OS(C)(=O)=O)[CH2:13]1)[CH:6]=[CH:5]2.[CH2:32]([CH2:34][NH2:35])[OH:33].